From a dataset of Forward reaction prediction with 1.9M reactions from USPTO patents (1976-2016). Predict the product of the given reaction. Given the reactants [F:1][C:2]1[CH:9]=[C:8]([N:10]2[C:18]3[CH2:17][C:16]([CH3:20])([CH3:19])[CH2:15][C:14](=[O:21])[C:13]=3[C:12]([CH3:22])=[C:11]2[CH3:23])[CH:7]=[C:6]([NH:24][CH:25]2[CH2:30][CH2:29][O:28][CH2:27][CH2:26]2)[C:3]=1[C:4]#[N:5].CS(C)=[O:33].[OH-].[Na+].OO, predict the reaction product. The product is: [F:1][C:2]1[CH:9]=[C:8]([N:10]2[C:18]3[CH2:17][C:16]([CH3:19])([CH3:20])[CH2:15][C:14](=[O:21])[C:13]=3[C:12]([CH3:22])=[C:11]2[CH3:23])[CH:7]=[C:6]([NH:24][CH:25]2[CH2:30][CH2:29][O:28][CH2:27][CH2:26]2)[C:3]=1[C:4]([NH2:5])=[O:33].